Dataset: Catalyst prediction with 721,799 reactions and 888 catalyst types from USPTO. Task: Predict which catalyst facilitates the given reaction. Reactant: Cl[C:2]1[C:3]2[CH:10]([CH3:11])[CH2:9][N:8](CC3C=CC(OC)=CC=3)[C:4]=2[N:5]=[CH:6][N:7]=1.[C:21]([N:28]1[CH2:33][CH2:32][NH:31][CH2:30][CH2:29]1)([O:23][C:24]([CH3:27])([CH3:26])[CH3:25])=[O:22].C(O[K])(C)(C)C.C(OCC)(=O)C. Product: [C:24]([O:23][C:21]([N:28]1[CH2:33][CH2:32][N:31]([C:2]2[C:3]3[CH:10]([CH3:11])[CH2:9][NH:8][C:4]=3[N:5]=[CH:6][N:7]=2)[CH2:30][CH2:29]1)=[O:22])([CH3:27])([CH3:25])[CH3:26]. The catalyst class is: 37.